Regression. Given two drug SMILES strings and cell line genomic features, predict the synergy score measuring deviation from expected non-interaction effect. From a dataset of NCI-60 drug combinations with 297,098 pairs across 59 cell lines. (1) Drug 1: C1=NC(=NC(=O)N1C2C(C(C(O2)CO)O)O)N. Drug 2: CC1CCC2CC(C(=CC=CC=CC(CC(C(=O)C(C(C(=CC(C(=O)CC(OC(=O)C3CCCCN3C(=O)C(=O)C1(O2)O)C(C)CC4CCC(C(C4)OC)OCCO)C)C)O)OC)C)C)C)OC. Cell line: RXF 393. Synergy scores: CSS=12.3, Synergy_ZIP=2.04, Synergy_Bliss=2.86, Synergy_Loewe=-2.58, Synergy_HSA=-2.23. (2) Drug 1: CC1=C(C=C(C=C1)C(=O)NC2=CC(=CC(=C2)C(F)(F)F)N3C=C(N=C3)C)NC4=NC=CC(=N4)C5=CN=CC=C5. Drug 2: CN(C(=O)NC(C=O)C(C(C(CO)O)O)O)N=O. Cell line: SN12C. Synergy scores: CSS=-7.80, Synergy_ZIP=4.48, Synergy_Bliss=0.837, Synergy_Loewe=-4.69, Synergy_HSA=-6.57. (3) Drug 1: C1=CN(C(=O)N=C1N)C2C(C(C(O2)CO)O)(F)F. Drug 2: CC(C)(C1=NC(=CC=C1)N2C3=NC(=NC=C3C(=O)N2CC=C)NC4=CC=C(C=C4)N5CCN(CC5)C)O. Cell line: NCI-H460. Synergy scores: CSS=86.7, Synergy_ZIP=18.1, Synergy_Bliss=15.6, Synergy_Loewe=7.80, Synergy_HSA=17.4. (4) Drug 1: CC1=CC2C(CCC3(C2CCC3(C(=O)C)OC(=O)C)C)C4(C1=CC(=O)CC4)C. Drug 2: CC1=C2C(C(=O)C3(C(CC4C(C3C(C(C2(C)C)(CC1OC(=O)C(C(C5=CC=CC=C5)NC(=O)OC(C)(C)C)O)O)OC(=O)C6=CC=CC=C6)(CO4)OC(=O)C)O)C)O. Cell line: HOP-92. Synergy scores: CSS=29.6, Synergy_ZIP=8.99, Synergy_Bliss=7.86, Synergy_Loewe=-73.8, Synergy_HSA=0.752.